From a dataset of Choline transporter screen with 302,306 compounds. Binary Classification. Given a drug SMILES string, predict its activity (active/inactive) in a high-throughput screening assay against a specified biological target. (1) The drug is O=C(Nc1ccc(cc1)C(=O)N)C1CCCC1. The result is 0 (inactive). (2) The molecule is S=C1N(CN(CN1)Cc1cccnc1)c1c(ccc(c1)C)C. The result is 0 (inactive). (3) The molecule is O=C(N1c2c(CCc3c1cccc3)ccc(NC(OCC)=O)c2)CN. The result is 0 (inactive). (4) The compound is Clc1cc(CNCC(O)COc2ccc(cc2)C(=O)c2ccccc2)ccc1. The result is 0 (inactive). (5) The result is 0 (inactive). The compound is S(CCNCc1c(OCc2ccc(F)cc2)cccc1)c1n(nnn1)C. (6) The drug is o1c2c(c3n(ncc3c1=O)CC(=O)N(CCOC)Cc1occc1)cccc2. The result is 0 (inactive). (7) The compound is Clc1c(CNC(=O)Cn2c(ccc2)C(=O)c2ccccc2)cccc1. The result is 0 (inactive). (8) The drug is O=C(N1CC(Nc2ccc(C(C)C)cc2)CCC1)c1ccc(cc1)Cn1nnnc1. The result is 0 (inactive).